This data is from Forward reaction prediction with 1.9M reactions from USPTO patents (1976-2016). The task is: Predict the product of the given reaction. Given the reactants [CH2:1]([N:8]1[CH2:12][CH2:11][CH:10]([C:13]#[N:14])[CH2:9]1)[C:2]1[CH:7]=[CH:6][CH:5]=[CH:4][CH:3]=1.[H-].[H-].[H-].[H-].[Li+].[Al+3].N1CCCC1, predict the reaction product. The product is: [CH2:1]([N:8]1[CH2:12][CH2:11][C@H:10]([CH2:13][NH2:14])[CH2:9]1)[C:2]1[CH:7]=[CH:6][CH:5]=[CH:4][CH:3]=1.